The task is: Predict which catalyst facilitates the given reaction.. This data is from Catalyst prediction with 721,799 reactions and 888 catalyst types from USPTO. Reactant: [CH3:1][CH2:2][C@H:3]1[O:20][C:18](=[O:19])[CH2:17][C@@H:16]([OH:21])[C@H:15]([CH3:22])[C@@H:14]([O:23][C@@H:24]2[O:29][C@H:28]([CH3:30])[C@@H:27]([OH:31])[C@H:26]([N:32]([CH3:34])[CH3:33])[C@H:25]2[OH:35])[C@@H:13]([CH2:36][CH2:37][N:38]2[CH2:43][C@@H:42]([CH3:44])[CH2:41][C@@H:40]([CH3:45])[CH2:39]2)[CH2:12][C@@H:11]([CH3:46])[C:9](=[O:10])[CH:8]=[CH:7][C:6]([CH3:47])=[CH:5][C@@H:4]1[CH2:48][O:49][C@@H:50]1[O:55][C@H:54]([CH3:56])[C@@H:53]([OH:57])[C@@H:52]([O:58][CH3:59])[C@H:51]1[O:60][CH3:61].[CH3:62][C@H:63]([C:76]([OH:78])=[O:77])[C:64]1[CH:65]=[CH:66][C:67]2[CH:68]=[C:69]([O:74][CH3:75])[CH:70]=[CH:71][C:72]=2[CH:73]=1. Product: [CH3:1][CH2:2][C@H:3]1[O:20][C:18](=[O:19])[CH2:17][C@@H:16]([OH:21])[C@H:15]([CH3:22])[C@@H:14]([O:23][C@@H:24]2[O:29][C@H:28]([CH3:30])[C@@H:27]([OH:31])[C@H:26]([N:32]([CH3:34])[CH3:33])[C@H:25]2[OH:35])[C@@H:13]([CH2:36][CH2:37][N:38]2[CH2:39][C@@H:40]([CH3:45])[CH2:41][C@@H:42]([CH3:44])[CH2:43]2)[CH2:12][C@@H:11]([CH3:46])[C:9](=[O:10])[CH:8]=[CH:7][C:6]([CH3:47])=[CH:5][C@@H:4]1[CH2:48][O:49][C@@H:50]1[O:55][C@H:54]([CH3:56])[C@@H:53]([OH:57])[C@@H:52]([O:58][CH3:59])[C@H:51]1[O:60][CH3:61].[CH3:62][C@H:63]([C:76]([OH:78])=[O:77])[C:64]1[CH:65]=[CH:66][C:67]2[CH:68]=[C:69]([O:74][CH3:75])[CH:70]=[CH:71][C:72]=2[CH:73]=1. The catalyst class is: 60.